The task is: Predict the reactants needed to synthesize the given product.. This data is from Full USPTO retrosynthesis dataset with 1.9M reactions from patents (1976-2016). (1) The reactants are: [C:1]([C:5]1[CH:10]=[CH:9][CH:8]=[CH:7][C:6]=1[N:11]1[CH2:16][CH2:15][N:14]([C:17]([C:19]2[CH:20]=[CH:21][C:22]([S:25][CH2:26][C:27]([O:29]CC)=[O:28])=[N:23][CH:24]=2)=[O:18])[CH2:13][CH2:12]1)([CH3:4])([CH3:3])[CH3:2].[OH-].[Na+].CO.Cl. Given the product [C:1]([C:5]1[CH:10]=[CH:9][CH:8]=[CH:7][C:6]=1[N:11]1[CH2:16][CH2:15][N:14]([C:17]([C:19]2[CH:20]=[CH:21][C:22]([S:25][CH2:26][C:27]([OH:29])=[O:28])=[N:23][CH:24]=2)=[O:18])[CH2:13][CH2:12]1)([CH3:4])([CH3:2])[CH3:3], predict the reactants needed to synthesize it. (2) Given the product [CH2:1]([O:5][C:6]1[CH:11]=[CH:10][C:9]([CH3:12])=[CH:8][C:7]=1[C:13]1[N:21]([CH2:22][C:23]2[CH:24]=[CH:25][C:26]([Cl:29])=[CH:27][CH:28]=2)[C:20]2[C:15](=[N:16][C:17]([C:37]#[N:38])=[N:18][C:19]=2[NH:30][C@@H:31]([CH:33]2[CH2:34][CH2:35]2)[CH3:32])[N:14]=1)[CH2:2][CH:3]=[CH2:4], predict the reactants needed to synthesize it. The reactants are: [CH2:1]([O:5][C:6]1[CH:11]=[CH:10][C:9]([CH3:12])=[CH:8][C:7]=1[C:13]1[N:21]([CH2:22][C:23]2[CH:28]=[CH:27][C:26]([Cl:29])=[CH:25][CH:24]=2)[C:20]2[C:15](=[N:16][C:17](Cl)=[N:18][C:19]=2[NH:30][C@@H:31]([CH:33]2[CH2:35][CH2:34]2)[CH3:32])[N:14]=1)[CH2:2][CH:3]=[CH2:4].[C-:37]#[N:38].[Na+].O. (3) Given the product [Cl:1][C:2]1[CH:3]=[C:4]([NH:5][CH:12]([C:14]2[CH:15]=[C:16]([C:31]([N:33]([CH3:35])[CH3:34])=[O:32])[CH:17]=[C:18]3[C:23]=2[O:22][C:21]([N:24]2[CH2:29][CH2:28][O:27][CH2:26][CH2:25]2)=[CH:20][C:19]3=[O:30])[CH3:13])[CH:6]=[CH:7][C:8]=1[F:9], predict the reactants needed to synthesize it. The reactants are: [Cl:1][C:2]1[CH:3]=[C:4]([CH:6]=[CH:7][C:8]=1[F:9])[NH2:5].Br.Br[CH:12]([C:14]1[CH:15]=[C:16]([C:31]([N:33]([CH3:35])[CH3:34])=[O:32])[CH:17]=[C:18]2[C:23]=1[O:22][C:21]([N:24]1[CH2:29][CH2:28][O:27][CH2:26][CH2:25]1)=[CH:20][C:19]2=[O:30])[CH3:13]. (4) Given the product [C:37]([C:4]1[CH:3]=[C:2]([CH:39]2[CH2:41][CH2:40]2)[C:10]2[O:9][C:8]([C:11]3[CH:36]=[CH:35][C:14]([C:15]([NH:17][CH2:18][CH:19]4[CH2:20][CH2:21][N:22]([C:25]5[CH:30]=[CH:29][C:28]([C:31]([F:34])([F:33])[F:32])=[CH:27][N:26]=5)[CH2:23][CH2:24]4)=[O:16])=[CH:13][CH:12]=3)=[N:7][C:6]=2[CH:5]=1)#[N:38], predict the reactants needed to synthesize it. The reactants are: Br[C:2]1[C:10]2[O:9][C:8]([C:11]3[CH:36]=[CH:35][C:14]([C:15]([NH:17][CH2:18][CH:19]4[CH2:24][CH2:23][N:22]([C:25]5[CH:30]=[CH:29][C:28]([C:31]([F:34])([F:33])[F:32])=[CH:27][N:26]=5)[CH2:21][CH2:20]4)=[O:16])=[CH:13][CH:12]=3)=[N:7][C:6]=2[CH:5]=[C:4]([C:37]#[N:38])[CH:3]=1.[CH:39]1(B(O)O)[CH2:41][CH2:40]1. (5) Given the product [CH3:10][O:11][C:12]1[CH:17]=[CH:16][C:15]([NH:18][C:4]2[CH:5]=[CH:6][C:1]([CH3:8])=[CH:2][CH:3]=2)=[CH:14][CH:13]=1, predict the reactants needed to synthesize it. The reactants are: [C:1]1([CH3:8])[CH:6]=[CH:5][C:4](Br)=[CH:3][CH:2]=1.[Br-].[CH3:10][O:11][C:12]1[CH:17]=[CH:16][C:15]([NH2:18])=[CH:14][CH:13]=1.CC(C)([O-])C.[Na+].C1(C(C2C=CC=CC=2)=C(P(C2CCCCC2)C2CCCCC2)C)C=CC=CC=1.[Cl-].[NH4+]. (6) Given the product [NH2:37][C:2]([C:28]1[CH:32]=[CH:31][O:30][CH:29]=1)([C:22]1[N:26]([CH3:27])[CH:25]=[N:24][CH:23]=1)[C:3]1[CH:4]=[C:5]2[C:10](=[CH:11][CH:12]=1)[N:9]([CH3:13])[C:8](=[O:14])[CH:7]=[C:6]2[C:15]1[CH:20]=[CH:19][CH:18]=[C:17]([Cl:21])[CH:16]=1, predict the reactants needed to synthesize it. The reactants are: Cl[C:2]([C:28]1[CH:32]=[CH:31][O:30][CH:29]=1)([C:22]1[N:26]([CH3:27])[CH:25]=[N:24][CH:23]=1)[C:3]1[CH:4]=[C:5]2[C:10](=[CH:11][CH:12]=1)[N:9]([CH3:13])[C:8](=[O:14])[CH:7]=[C:6]2[C:15]1[CH:20]=[CH:19][CH:18]=[C:17]([Cl:21])[CH:16]=1.CC(O)C.[NH3:37].